This data is from Full USPTO retrosynthesis dataset with 1.9M reactions from patents (1976-2016). The task is: Predict the reactants needed to synthesize the given product. (1) Given the product [CH3:56][N:53]1[CH2:54][CH2:55][N:50]([CH:48]=[O:49])[CH2:51][CH2:52]1, predict the reactants needed to synthesize it. The reactants are: COC1C=CC(CN(CC2C=CC(OC)=CC=2)C2N=CC(C3C4CCNC=4N=C(N4CCOCC4)N=3)=CN=2)=CC=1.BrC1C=CC([C:48]([N:50]2[CH2:55][CH2:54][N:53]([CH3:56])[CH2:52][CH2:51]2)=[O:49])=CC=1C. (2) Given the product [N:15]1[O:14][N:13]=[C:12]2[CH:16]=[C:8]([C:6]([NH:5][CH2:4][C:3]([OH:17])=[O:2])=[O:7])[CH:9]=[CH:10][C:11]=12, predict the reactants needed to synthesize it. The reactants are: C[O:2][C:3](=[O:17])[CH2:4][NH:5][C:6]([C:8]1[CH:9]=[CH:10][C:11]2[C:12]([CH:16]=1)=[N:13][O:14][N:15]=2)=[O:7].[OH-].[K+].Cl.